This data is from Full USPTO retrosynthesis dataset with 1.9M reactions from patents (1976-2016). The task is: Predict the reactants needed to synthesize the given product. (1) Given the product [CH2:16]([O:12][CH:11]1[CH2:10][CH2:9][C:4]2([O:5][CH2:6][CH2:7][O:8]2)[CH2:3][C:2]1([CH3:13])[CH3:1])[C:17]1[CH:22]=[CH:21][CH:20]=[CH:19][CH:18]=1, predict the reactants needed to synthesize it. The reactants are: [CH3:1][C:2]1([CH3:13])[CH:11]([OH:12])[CH2:10][CH2:9][C:4]2([O:8][CH2:7][CH2:6][O:5]2)[CH2:3]1.[H-].[Na+].[CH2:16](Br)[C:17]1[CH:22]=[CH:21][CH:20]=[CH:19][CH:18]=1. (2) Given the product [O:22]=[C:14]1[CH2:13][CH2:12][C:11]2[C:16]3=[C:17]([CH2:19][CH2:20][CH2:21][N:15]13)[CH:18]=[C:9]([C:43]1[CH:44]=[C:45]([CH2:49][NH:50][S:51]([CH2:54][CH3:55])(=[O:52])=[O:53])[CH:46]=[N:47][CH:48]=1)[CH:10]=2, predict the reactants needed to synthesize it. The reactants are: CC1(C)C(C)(C)OB([C:9]2[CH:10]=[C:11]3[C:16]4=[C:17]([CH2:19][CH2:20][CH2:21][N:15]4[C:14](=[O:22])[CH2:13][CH2:12]3)[CH:18]=2)O1.CC1(C)C(C)(C)OB(B2OC(C)(C)C(C)(C)O2)O1.Br[C:43]1[CH:44]=[C:45]([CH2:49][NH:50][S:51]([CH2:54][CH3:55])(=[O:53])=[O:52])[CH:46]=[N:47][CH:48]=1. (3) Given the product [Cl:1][C:2]1[CH:7]=[CH:6][C:5]([O:8][C:9]2[CH:14]=[CH:13][C:12]([CH:15]([CH3:17])[CH3:16])=[CH:11][CH:10]=2)=[C:4]([NH2:18])[CH:3]=1, predict the reactants needed to synthesize it. The reactants are: [Cl:1][C:2]1[CH:7]=[CH:6][C:5]([O:8][C:9]2[CH:14]=[CH:13][C:12]([CH:15]([CH3:17])[CH3:16])=[CH:11][CH:10]=2)=[C:4]([N+:18]([O-])=O)[CH:3]=1.Cl[Sn]Cl. (4) Given the product [CH:30]1([C:11]2[C:12]([NH:17][C@@H:18]3[C:26]4[C:21](=[CH:22][CH:23]=[CH:24][CH:25]=4)[CH2:20][C@@H:19]3[O:27][CH2:28][CH3:29])=[N:13][C:14]([CH2:15][CH3:16])=[C:9]([C:3]3[CH:4]=[CH:5][C:6]([Cl:8])=[CH:7][C:2]=3[Cl:1])[N:10]=2)[CH2:32][CH2:31]1, predict the reactants needed to synthesize it. The reactants are: [Cl:1][C:2]1[CH:7]=[C:6]([Cl:8])[CH:5]=[CH:4][C:3]=1[C:9]1[N:10]=[C:11]([CH2:30][CH3:31])[C:12]([NH:17][C@@H:18]2[C:26]3[C:21](=[CH:22][CH:23]=[CH:24][CH:25]=3)[CH2:20][C@@H:19]2[O:27][CH2:28][CH3:29])=[N:13][C:14]=1[CH2:15][CH3:16].[CH:32]1(C2C(N[C@@H]3C4C(=CC=CC=4)C[C@@H]3O)=NC(CC)=C(C3C=CC(Cl)=CC=3Cl)N=2)CC1. (5) Given the product [Br:24][C:25]1[CH:26]=[CH:27][C:28]([O:31][CH3:32])=[C:29]([S:9]([C:6]2[CH:7]=[CH:8][C:3]([O:2][CH3:1])=[C:4]([NH:13][C:14](=[O:19])[C:15]([F:18])([F:17])[F:16])[CH:5]=2)(=[O:11])=[O:10])[CH:30]=1, predict the reactants needed to synthesize it. The reactants are: [CH3:1][O:2][C:3]1[CH:8]=[CH:7][C:6]([S:9](Cl)(=[O:11])=[O:10])=[CH:5][C:4]=1[NH:13][C:14](=[O:19])[C:15]([F:18])([F:17])[F:16].[Cl-].[Al+3].[Cl-].[Cl-].[Br:24][C:25]1[CH:30]=[CH:29][C:28]([O:31][CH3:32])=[CH:27][CH:26]=1. (6) Given the product [Br:1][C:2]1[CH:3]=[CH:4][CH:5]=[C:6]2[C:10]=1[NH:9][C:8]([C:11]([F:12])([F:13])[F:14])=[C:7]2[CH2:15][CH2:16][CH2:17][OH:18], predict the reactants needed to synthesize it. The reactants are: [Br:1][C:2]1[CH:3]=[CH:4][CH:5]=[C:6]2[C:10]=1[NH:9][C:8]([C:11]([F:14])([F:13])[F:12])=[C:7]2[CH2:15][CH2:16][C:17](OCC)=[O:18]. (7) Given the product [CH3:1][O:2][C:3]1[C:4]([CH3:23])=[C:5]([C:14]([O:21][CH3:22])=[C:15]([O:19][CH3:20])[C:16]=1[O:17][CH3:18])[CH2:6][C:7]1[CH:12]=[CH:11][C:10]([CH:36]=[O:37])=[C:9]([OH:13])[CH:8]=1.[CH3:1][O:2][C:3]1[C:4]([CH3:23])=[C:5]([C:14]([O:21][CH3:22])=[C:15]([O:19][CH3:20])[C:16]=1[O:17][CH3:18])[CH2:6][C:7]1[C:8]([CH:36]=[O:37])=[C:9]([OH:13])[CH:10]=[CH:11][CH:12]=1, predict the reactants needed to synthesize it. The reactants are: [CH3:1][O:2][C:3]1[C:4]([CH3:23])=[C:5]([C:14]([O:21][CH3:22])=[C:15]([O:19][CH3:20])[C:16]=1[O:17][CH3:18])[CH2:6][C:7]1[CH:8]=[C:9]([OH:13])[CH:10]=[CH:11][CH:12]=1.C1N2CN3CN(C2)CN1C3.FC(F)(F)[C:36](O)=[O:37]. (8) Given the product [CH3:12][O:1][C:2]1[CH:7]=[CH:6][C:5]([C:8]([F:9])([F:10])[F:11])=[CH:4][CH:3]=1, predict the reactants needed to synthesize it. The reactants are: [OH:1][C:2]1[CH:7]=[CH:6][C:5]([C:8]([F:11])([F:10])[F:9])=[CH:4][CH:3]=1.[C:12]([O-])([O-])=O.[K+].[K+].CI. (9) Given the product [Br:1][C:2]1[CH:10]=[C:9]2[C:5]([C:6]([CH3:11])=[N:7][N:8]2[CH2:15][C:14]2[C:13]([Cl:12])=[CH:20][CH:19]=[CH:18][C:17]=2[Cl:21])=[CH:4][CH:3]=1, predict the reactants needed to synthesize it. The reactants are: [Br:1][C:2]1[CH:10]=[C:9]2[C:5]([C:6]([CH3:11])=[N:7][NH:8]2)=[CH:4][CH:3]=1.[Cl:12][C:13]1[CH:20]=[CH:19][CH:18]=[C:17]([Cl:21])[C:14]=1[CH2:15]Cl.C(N1C2C(=CC=C(C(O)=O)C=2)C=C1)C1C=CC=CC=1. (10) Given the product [CH2:38]([O:40][C:41](=[O:46])[CH2:42][C:19]([C@H:17]1[CH2:16][CH2:15][N:14]([C:22]([O:24][CH3:25])=[O:23])[C@@H:13]([C:3]2[CH:4]=[CH:5][C:6]([O:8][C:9]([F:12])([F:10])[F:11])=[CH:7][C:2]=2[F:1])[CH2:18]1)=[O:21])[CH3:39].[CH2:38]([O:40][C:41](=[O:46])[CH2:42][C:43]([C@@H:17]1[CH2:16][CH2:15][N:14]([C:22]([O:24][CH3:25])=[O:23])[C@@H:13]([C:3]2[CH:4]=[CH:5][C:6]([O:8][C:9]([F:12])([F:10])[F:11])=[CH:7][C:2]=2[F:1])[CH2:18]1)=[O:45])[CH3:39], predict the reactants needed to synthesize it. The reactants are: [F:1][C:2]1[CH:7]=[C:6]([O:8][C:9]([F:12])([F:11])[F:10])[CH:5]=[CH:4][C:3]=1[CH:13]1[CH2:18][CH:17]([C:19]([OH:21])=O)[CH2:16][CH2:15][N:14]1[C:22]([O:24][CH3:25])=[O:23].N1(C(N2C=CN=C2)=O)C=CN=C1.[CH2:38]([O:40][C:41](=[O:46])[CH2:42][C:43]([O-:45])=O)[CH3:39].[K+].[Cl-].[Mg+2].[Cl-].Cl.